From a dataset of Reaction yield outcomes from USPTO patents with 853,638 reactions. Predict the reaction yield, written as a fraction of the theoretical maximum amount of product (1.0 means a 100% yield; for example, 0.34 means a 34% yield). (1) The yield is 0.780. The product is [CH2:30]([N:3]([CH2:4][CH2:5][O:6][C:7]1[CH:8]=[C:9]([O:57][CH3:56])[CH:10]=[CH:11][C:12]=1[N:42]1[CH:43]=[C:44]([C:47]2[CH:48]=[CH:49][C:50]([O:53][CH3:54])=[CH:51][CH:52]=2)[CH:45]=[N:46][CH:41]1[NH2:40])[CH2:1][CH3:2])[CH3:31]. The catalyst is CN(C=O)C. The reactants are [CH2:1]([N:3]([CH2:30][CH3:31])[CH2:4][CH2:5][O:6][C:7]1[CH:8]=[C:9](NC2N=CC(C3C=CC(OC)=CC=3)=CN=2)[CH:10]=[CH:11][C:12]=1OC)[CH3:2].COC1C=CC([NH:40][C:41]2[N:46]=[CH:45][C:44]([C:47]3[CH:52]=[CH:51][C:50]([O:53][CH3:54])=[CH:49][CH:48]=3)=[CH:43][N:42]=2)=CC=1O.[C:56]([O-])([O-])=[O:57].[Cs+].[Cs+].ClCCN(CC)CC. (2) The reactants are [Cl:1][C:2]1[CH:7]=[CH:6][C:5]([C:8]2[C:14]3[CH:15]=[C:16]([O:19][CH3:20])[CH:17]=[CH:18][C:13]=3[N:12]3[C:21]([CH3:24])=[N:22][N:23]=[C:11]3[C@H:10]([CH2:25][C:26](O)=[O:27])[N:9]=2)=[CH:4][CH:3]=1.[NH2:29][CH2:30][CH2:31][C:32]1[N:36]=[CH:35][NH:34][CH:33]=1.CCOC(C(C#N)=NOC(N1CCOCC1)=[N+](C)C)=O.F[P-](F)(F)(F)(F)F.CCN(C(C)C)C(C)C. The catalyst is CN(C=O)C. The product is [Cl:1][C:2]1[CH:3]=[CH:4][C:5]([C:8]2[C:14]3[CH:15]=[C:16]([O:19][CH3:20])[CH:17]=[CH:18][C:13]=3[N:12]3[C:21]([CH3:24])=[N:22][N:23]=[C:11]3[C@H:10]([CH2:25][C:26]([NH:29][CH2:30][CH2:31][C:32]3[N:36]=[CH:35][NH:34][CH:33]=3)=[O:27])[N:9]=2)=[CH:6][CH:7]=1. The yield is 0.514. (3) The reactants are CC1C=[C:4]([SH:9])C=CC=1C.[C:10]([O:15][C:16](=[O:20])[C:17]([CH3:19])=[CH2:18])(=O)[C:11]([CH3:13])=[CH2:12].[CH2:21](N(CC)CC)C. The catalyst is ClCCl. The product is [C:16]([O:15][C:10]1[S:9][CH:4]=[C:12]([CH3:21])[C:11]=1[CH3:13])(=[O:20])[C:17]([CH3:19])=[CH2:18]. The yield is 0.820. (4) The reactants are [CH3:1][NH:2][CH2:3][CH2:4][CH:5]([C:7]1[CH:12]=[CH:11][CH:10]=[CH:9][CH:8]=1)[OH:6].[CH3:25][C:24]([O:23][C:21](O[C:21]([O:23][C:24]([CH3:27])([CH3:26])[CH3:25])=[O:22])=[O:22])([CH3:27])[CH3:26]. The catalyst is C1COCC1. The product is [OH:6][CH:5]([C:7]1[CH:12]=[CH:11][CH:10]=[CH:9][CH:8]=1)[CH2:4][CH2:3][N:2]([CH3:1])[C:21](=[O:22])[O:23][C:24]([CH3:25])([CH3:26])[CH3:27]. The yield is 0.970. (5) The reactants are Cl.[CH2:2]([NH:4][C:5]([N:7]1[CH2:11][C:10]([CH3:13])([CH3:12])[CH:9]=[N:8]1)=[NH:6])[CH3:3].CCN(P1(N(C)CCCN1C)=NC(C)(C)C)CC.[Br:32][C:33]1[CH:34]=[C:35]([S:46](Cl)(=[O:48])=[O:47])[CH:36]=[CH:37][C:38]=1[NH:39][C:40](=[O:45])[C:41]([F:44])([F:43])[F:42].Cl. The catalyst is C1COCC1. The product is [Br:32][C:33]1[CH:34]=[C:35]([S:46](=[O:48])(=[O:47])[N:6]=[C:5]([N:7]2[CH2:11][C:10]([CH3:12])([CH3:13])[CH:9]=[N:8]2)[NH:4][CH2:2][CH3:3])[CH:36]=[CH:37][C:38]=1[NH:39][C:40](=[O:45])[C:41]([F:43])([F:44])[F:42]. The yield is 0.780. (6) The reactants are Cl[C:2]1[N:7]=[C:6]([C:8]2[C:16]3[C:11](=[CH:12][CH:13]=[CH:14][CH:15]=3)[N:10]([CH3:17])[CH:9]=2)[CH:5]=[CH:4][N:3]=1.O.C1(C)C=CC(S(O)(=O)=O)=CC=1.[Br:30][C:31]1[C:37]([N+:38]([O-:40])=[O:39])=[CH:36][C:34]([NH2:35])=[C:33]([O:41][CH3:42])[CH:32]=1. The catalyst is CC(O)CCC. The product is [Br:30][C:31]1[C:37]([N+:38]([O-:40])=[O:39])=[CH:36][C:34]([NH:35][C:2]2[N:7]=[C:6]([C:8]3[C:16]4[C:11](=[CH:12][CH:13]=[CH:14][CH:15]=4)[N:10]([CH3:17])[CH:9]=3)[CH:5]=[CH:4][N:3]=2)=[C:33]([O:41][CH3:42])[CH:32]=1. The yield is 0.740. (7) The reactants are [Br:1][C:2]1[CH:7]=[CH:6][C:5]([C:8]2[NH:9][CH:10]=[C:11]([C:13]3[N:17]([CH:18]([CH3:20])[CH3:19])[N:16]=[CH:15][N:14]=3)[N:12]=2)=[C:4](F)[CH:3]=1.C1(=O)O[CH2:25][CH2:24][O:23]1.C(=O)([O-])[O-].[Cs+].[Cs+].O. The catalyst is CN(C=O)C. The product is [Br:1][C:2]1[CH:7]=[CH:6][C:5]2[C:8]3[N:9]([CH:10]=[C:11]([C:13]4[N:17]([CH:18]([CH3:20])[CH3:19])[N:16]=[CH:15][N:14]=4)[N:12]=3)[CH2:25][CH2:24][O:23][C:4]=2[CH:3]=1. The yield is 0.580. (8) The reactants are COC1C=CC(C[O:10][C:11]2[CH:12]=[C:13]([C:21]3[CH:22]=[C:23]([CH3:29])[C:24](=[O:28])[N:25]([CH3:27])[CH:26]=3)[CH:14]=[C:15]([S:17]([CH3:20])(=[O:19])=[O:18])[CH:16]=2)=CC=1. The catalyst is CC(O)=O. The product is [OH:10][C:11]1[CH:12]=[C:13]([C:21]2[CH:22]=[C:23]([CH3:29])[C:24](=[O:28])[N:25]([CH3:27])[CH:26]=2)[CH:14]=[C:15]([S:17]([CH3:20])(=[O:19])=[O:18])[CH:16]=1. The yield is 0.680. (9) The reactants are [CH3:1][C:2]1[O:6][N:5]=[C:4]([C:7]2[CH:12]=[CH:11][CH:10]=[CH:9][C:8]=2[C:13]([F:16])([F:15])[F:14])[C:3]=1[C:17]([OH:19])=O.Cl.C(N=C=NCCCN(C)C)C.OC1C2N=NNC=2C=CC=1.[N:42]1([C:48]2[CH:53]=[CH:52][CH:51]=[CH:50][C:49]=2[OH:54])[CH2:47][CH2:46][NH:45][CH2:44][CH2:43]1. No catalyst specified. The product is [OH:54][C:49]1[CH:50]=[CH:51][CH:52]=[CH:53][C:48]=1[N:42]1[CH2:47][CH2:46][N:45]([C:17]([C:3]2[C:4]([C:7]3[CH:12]=[CH:11][CH:10]=[CH:9][C:8]=3[C:13]([F:14])([F:15])[F:16])=[N:5][O:6][C:2]=2[CH3:1])=[O:19])[CH2:44][CH2:43]1. The yield is 0.570.